From a dataset of Drug-target binding data from BindingDB using Kd measurements. Regression. Given a target protein amino acid sequence and a drug SMILES string, predict the binding affinity score between them. We predict pKd (pKd = -log10(Kd in M); higher means stronger binding). Dataset: bindingdb_kd. The pKd is 4.0. The target protein (P26281) has sequence MTVAYIAIGSNLASPLEQVNAALKALGDIPESHILTVSSFYRTPPLGPQDQPDYLNAAVALETSLAPEELLNHTQRIELQQGRVRKAERWGPRTLDLDIMLFGNEVINTERLTVPHYDMKNRGFMLWPLFEIAPELVFPDGEMLRQILHTRAFDKLNKW. The drug is Nc1nc2[nH]c(SCC(O)C(F)(F)F)nc2c(=O)[nH]1.